Dataset: Catalyst prediction with 721,799 reactions and 888 catalyst types from USPTO. Task: Predict which catalyst facilitates the given reaction. Reactant: [H-].[Na+].[NH:3]1[C:11]2[C:6](=[CH:7][CH:8]=[CH:9][CH:10]=2)[CH2:5][CH2:4]1.[CH3:12]I. Product: [CH3:12][N:3]1[C:11]2[C:6](=[CH:7][CH:8]=[CH:9][CH:10]=2)[CH2:5][CH2:4]1. The catalyst class is: 214.